This data is from Catalyst prediction with 721,799 reactions and 888 catalyst types from USPTO. The task is: Predict which catalyst facilitates the given reaction. (1) Reactant: [NH2:1][C@@H:2]([CH2:33][C:34]1[CH:39]=[CH:38][CH:37]=[CH:36][CH:35]=1)[C@@H:3]([OH:32])[CH2:4][C@H:5]([NH:19][C:20]([C@@H:22]([NH:27][C:28](=[O:31])[O:29][CH3:30])[C:23]([CH3:26])([CH3:25])[CH3:24])=[O:21])[CH2:6][C:7]1[CH:12]=[CH:11][C:10]([C:13]2[CH:18]=[CH:17][CH:16]=[CH:15][N:14]=2)=[CH:9][CH:8]=1.[CH3:40][C:41]([CH3:61])([CH3:60])[C@H:42]([N:46]1[CH2:50][CH2:49][N:48]([CH2:51][C:52]2[CH:57]=[CH:56][CH:55]=[CH:54][C:53]=2[CH3:58])[C:47]1=[O:59])[C:43](O)=[O:44].CCOP(ON1N=NC2C=CC=CC=2C1=O)(OCC)=O.C(N(CC)C(C)C)(C)C. Product: [CH3:40][C:41]([CH3:61])([CH3:60])[C@H:42]([N:46]1[CH2:50][CH2:49][N:48]([CH2:51][C:52]2[CH:57]=[CH:56][CH:55]=[CH:54][C:53]=2[CH3:58])[C:47]1=[O:59])[C:43]([NH:1][C@@H:2]([CH2:33][C:34]1[CH:35]=[CH:36][CH:37]=[CH:38][CH:39]=1)[C@@H:3]([OH:32])[CH2:4][C@H:5]([NH:19][C:20]([C@@H:22]([NH:27][C:28](=[O:31])[O:29][CH3:30])[C:23]([CH3:26])([CH3:25])[CH3:24])=[O:21])[CH2:6][C:7]1[CH:12]=[CH:11][C:10]([C:13]2[CH:18]=[CH:17][CH:16]=[CH:15][N:14]=2)=[CH:9][CH:8]=1)=[O:44]. The catalyst class is: 1. (2) Reactant: Cl[C:2]1[C:7]([O:8][C:9]2[CH:14]=[CH:13][C:12]([F:15])=[CH:11][C:10]=2[F:16])=[CH:6][N:5]=[C:4]([S:17]([CH3:20])(=[O:19])=[O:18])[N:3]=1.[CH3:21][N:22]1[CH:27]=[C:26](B2OC(C)(C)C(C)(C)O2)[CH:25]=[C:24]([CH3:37])[C:23]1=[O:38].[O-]P([O-])([O-])=O.[K+].[K+].[K+].N#N. Product: [F:16][C:10]1[CH:11]=[C:12]([F:15])[CH:13]=[CH:14][C:9]=1[O:8][C:7]1[C:2]([C:26]2[CH:25]=[C:24]([CH3:37])[C:23](=[O:38])[N:22]([CH3:21])[CH:27]=2)=[N:3][C:4]([S:17]([CH3:20])(=[O:19])=[O:18])=[N:5][CH:6]=1. The catalyst class is: 117. (3) Reactant: [OH:1][N:2]=[C:3]([C:5]1[CH:13]=[CH:12][C:11]2[N:10]3[CH2:14][CH2:15][CH:16]([CH2:17][C:18]([O:20][C:21]([CH3:24])([CH3:23])[CH3:22])=[O:19])[C:9]3=[CH:8][C:7]=2[CH:6]=1)[NH2:4].[F:25][C:26]([F:38])([F:37])[O:27][C:28]1[CH:29]=[C:30]([CH:34]=[CH:35][CH:36]=1)[C:31](Cl)=O.C(N(CC)CC)C. Product: [F:25][C:26]([F:37])([F:38])[O:27][C:28]1[CH:29]=[C:30]([C:31]2[O:1][N:2]=[C:3]([C:5]3[CH:13]=[CH:12][C:11]4[N:10]5[CH2:14][CH2:15][CH:16]([CH2:17][C:18]([O:20][C:21]([CH3:24])([CH3:23])[CH3:22])=[O:19])[C:9]5=[CH:8][C:7]=4[CH:6]=3)[N:4]=2)[CH:34]=[CH:35][CH:36]=1. The catalyst class is: 12. (4) Reactant: [NH2:1][CH:2]([C:6]1[CH:11]=[CH:10][C:9]([CH3:12])=[CH:8][CH:7]=1)[C:3]([OH:5])=[O:4].[OH-].[Na+].[C:15](O[C:15]([O:17][C:18]([CH3:21])([CH3:20])[CH3:19])=[O:16])([O:17][C:18]([CH3:21])([CH3:20])[CH3:19])=[O:16]. Product: [C:18]([O:17][C:15]([NH:1][CH:2]([C:6]1[CH:11]=[CH:10][C:9]([CH3:12])=[CH:8][CH:7]=1)[C:3]([OH:5])=[O:4])=[O:16])([CH3:21])([CH3:20])[CH3:19]. The catalyst class is: 20.